Dataset: Reaction yield outcomes from USPTO patents with 853,638 reactions. Task: Predict the reaction yield, written as a fraction of the theoretical maximum amount of product (1.0 means a 100% yield; for example, 0.34 means a 34% yield). (1) The reactants are [Cl:1][C:2]1[N:3]=[C:4]2[C:12](=[CH:13][CH:14]=1)[CH:11]=[C:10]1[N:5]2[C@H:6]([CH3:15])[CH2:7][NH:8][CH2:9]1.[C:16](O[C:16]([O:18][C:19]([CH3:22])([CH3:21])[CH3:20])=[O:17])([O:18][C:19]([CH3:22])([CH3:21])[CH3:20])=[O:17]. The catalyst is ClCCl. The yield is 0.976. The product is [C:19]([O:18][C:16]([N:8]1[CH2:7][C@@H:6]([CH3:15])[N:5]2[C:10](=[CH:11][C:12]3[C:4]2=[N:3][C:2]([Cl:1])=[CH:14][CH:13]=3)[CH2:9]1)=[O:17])([CH3:22])([CH3:21])[CH3:20]. (2) The product is [NH2:1][C:4]1[CH:17]=[CH:16][C:15]2[C:14]3[C:9](=[CH:10][CH:11]=[CH:12][CH:13]=3)[CH:8]=[CH:7][C:6]=2[CH:5]=1. The catalyst is [C].[Pd].O. The yield is 0.860. The reactants are [N+:1]([C:4]1[CH:17]=[CH:16][C:15]2[C:14]3[C:9](=[CH:10][CH:11]=[CH:12][CH:13]=3)[CH:8]=[CH:7][C:6]=2[CH:5]=1)([O-])=O.C(O)C.O.NN.